From a dataset of Forward reaction prediction with 1.9M reactions from USPTO patents (1976-2016). Predict the product of the given reaction. (1) Given the reactants [CH:1]([N:4]1[CH2:9][CH2:8][CH:7]([N:10]2[CH:14]=[C:13]([C:15]3[CH:16]=[C:17]([C:21]4[CH:26]=[C:25](NC)[N:24]=[C:23]([C:29]5[CH:34]=[CH:33][CH:32]=[CH:31][N:30]=5)[CH:22]=4)[CH:18]=[N:19][CH:20]=3)[CH:12]=[N:11]2)[CH2:6][CH2:5]1)([CH3:3])[CH3:2].BrC1C=C(C2C=[C:46]([C:48]([OH:51])(C)[CH3:49])N=C(C3C=CC=CN=3)C=2)C=NC=1, predict the reaction product. The product is: [CH:1]([N:4]1[CH2:5][CH2:6][CH:7]([N:10]2[CH:14]=[C:13]([C:15]3[CH:16]=[C:17]([C:21]4[CH:26]=[C:25]([CH2:46][CH:48]([OH:51])[CH3:49])[N:24]=[C:23]([C:29]5[CH:34]=[CH:33][CH:32]=[CH:31][N:30]=5)[CH:22]=4)[CH:18]=[N:19][CH:20]=3)[CH:12]=[N:11]2)[CH2:8][CH2:9]1)([CH3:3])[CH3:2]. (2) Given the reactants N#N.[CH3:3][C:4]1([C:9]2[CH:14]=[CH:13][CH:12]=[C:11]([CH2:15][N:16]3[CH:20]=[CH:19][C:18]([N+:21]([O-])=O)=[N:17]3)[N:10]=2)[O:8][CH2:7][CH2:6][O:5]1.[NH4+].[Cl-], predict the reaction product. The product is: [CH3:3][C:4]1([C:9]2[N:10]=[C:11]([CH2:15][N:16]3[CH:20]=[CH:19][C:18]([NH2:21])=[N:17]3)[CH:12]=[CH:13][CH:14]=2)[O:8][CH2:7][CH2:6][O:5]1.